This data is from NCI-60 drug combinations with 297,098 pairs across 59 cell lines. The task is: Regression. Given two drug SMILES strings and cell line genomic features, predict the synergy score measuring deviation from expected non-interaction effect. (1) Drug 1: COC1=CC(=CC(=C1O)OC)C2C3C(COC3=O)C(C4=CC5=C(C=C24)OCO5)OC6C(C(C7C(O6)COC(O7)C8=CC=CS8)O)O. Drug 2: C1=C(C(=O)NC(=O)N1)F. Cell line: SN12C. Synergy scores: CSS=43.8, Synergy_ZIP=-1.64, Synergy_Bliss=-3.21, Synergy_Loewe=-11.8, Synergy_HSA=2.58. (2) Drug 1: CCC1=C2CN3C(=CC4=C(C3=O)COC(=O)C4(CC)O)C2=NC5=C1C=C(C=C5)O. Drug 2: CCC1(C2=C(COC1=O)C(=O)N3CC4=CC5=C(C=CC(=C5CN(C)C)O)N=C4C3=C2)O.Cl. Cell line: IGROV1. Synergy scores: CSS=19.8, Synergy_ZIP=-4.31, Synergy_Bliss=2.30, Synergy_Loewe=2.48, Synergy_HSA=4.76. (3) Drug 1: COC1=C(C=C2C(=C1)N=CN=C2NC3=CC(=C(C=C3)F)Cl)OCCCN4CCOCC4. Drug 2: C1CNP(=O)(OC1)N(CCCl)CCCl. Cell line: NCI/ADR-RES. Synergy scores: CSS=19.4, Synergy_ZIP=0.591, Synergy_Bliss=2.90, Synergy_Loewe=-24.3, Synergy_HSA=-0.326. (4) Drug 1: CC12CCC3C(C1CCC2OP(=O)(O)O)CCC4=C3C=CC(=C4)OC(=O)N(CCCl)CCCl.[Na+]. Drug 2: N.N.Cl[Pt+2]Cl. Cell line: A498. Synergy scores: CSS=21.8, Synergy_ZIP=-8.81, Synergy_Bliss=-4.13, Synergy_Loewe=-7.50, Synergy_HSA=-2.84. (5) Drug 1: C1=CC(=CC=C1C#N)C(C2=CC=C(C=C2)C#N)N3C=NC=N3. Drug 2: CNC(=O)C1=NC=CC(=C1)OC2=CC=C(C=C2)NC(=O)NC3=CC(=C(C=C3)Cl)C(F)(F)F. Cell line: SF-295. Synergy scores: CSS=0.582, Synergy_ZIP=-0.613, Synergy_Bliss=-2.02, Synergy_Loewe=1.16, Synergy_HSA=-1.72. (6) Drug 1: C1CCC(CC1)NC(=O)N(CCCl)N=O. Drug 2: C1=NC2=C(N=C(N=C2N1C3C(C(C(O3)CO)O)O)F)N. Cell line: NCI-H460. Synergy scores: CSS=6.94, Synergy_ZIP=-4.44, Synergy_Bliss=-3.15, Synergy_Loewe=-3.71, Synergy_HSA=-3.71. (7) Drug 1: C1CN(P(=O)(OC1)NCCCl)CCCl. Drug 2: C(CCl)NC(=O)N(CCCl)N=O. Cell line: CAKI-1. Synergy scores: CSS=4.55, Synergy_ZIP=-0.0636, Synergy_Bliss=7.05, Synergy_Loewe=-0.775, Synergy_HSA=3.94.